From a dataset of Catalyst prediction with 721,799 reactions and 888 catalyst types from USPTO. Predict which catalyst facilitates the given reaction. (1) Reactant: [NH2:1][C:2]1[CH:31]=[CH:30][C:5]([CH2:6][C:7]2[NH:15][C:14]3[C:13](=[O:16])[N:12]([CH2:17][C:18]4[CH:23]=[CH:22][CH:21]=[CH:20][C:19]=4[F:24])[C:11](=[O:25])[N:10]([CH2:26][CH2:27][CH2:28][CH3:29])[C:9]=3[N:8]=2)=[CH:4][CH:3]=1.C[Si]([N:36]=[C:37]=[O:38])(C)C. Product: [CH2:26]([N:10]1[C:9]2[N:8]=[C:7]([CH2:6][C:5]3[CH:4]=[CH:3][C:2]([NH:1][C:37]([NH2:36])=[O:38])=[CH:31][CH:30]=3)[NH:15][C:14]=2[C:13](=[O:16])[N:12]([CH2:17][C:18]2[CH:23]=[CH:22][CH:21]=[CH:20][C:19]=2[F:24])[C:11]1=[O:25])[CH2:27][CH2:28][CH3:29]. The catalyst class is: 120. (2) Reactant: [S:1]1[CH:5]=[CH:4][CH:3]=[C:2]1[C:6]1[CH:13]=[CH:12][C:9]([CH:10]=[O:11])=[CH:8][CH:7]=1.[Br:14]N1C(=O)CCC1=O.Cl. Product: [Br:14][C:5]1[S:1][C:2]([C:6]2[CH:13]=[CH:12][C:9]([CH:10]=[O:11])=[CH:8][CH:7]=2)=[CH:3][CH:4]=1. The catalyst class is: 405. (3) Reactant: [CH3:1][O:2][C:3](=[O:23])[C:4]1[CH:9]=[CH:8][CH:7]=[C:6]([NH:10][C:11]([O:13]C2C=CC([N+]([O-])=O)=CC=2)=O)[CH:5]=1.[C:24]([C:28]1[CH:34]=[CH:33][C:31]([NH2:32])=[CH:30][CH:29]=1)([CH3:27])([CH3:26])[CH3:25]. Product: [CH3:1][O:2][C:3](=[O:23])[C:4]1[CH:9]=[CH:8][CH:7]=[C:6]([NH:10][C:11]([NH:32][C:31]2[CH:33]=[CH:34][C:28]([C:24]([CH3:27])([CH3:26])[CH3:25])=[CH:29][CH:30]=2)=[O:13])[CH:5]=1. The catalyst class is: 17. (4) Reactant: CCN(S(F)(F)[F:7])CC.[F:10][CH:11]([F:41])[O:12][C:13]1[CH:18]=[CH:17][CH:16]=[CH:15][C:14]=1[CH2:19][C:20]1[N:24]2[CH:25]=[C:26]([C:30]3[CH:31]=[N:32][C:33]([C:36](O)([CH3:38])[CH3:37])=[N:34][CH:35]=3)[C:27]([F:29])=[CH:28][C:23]2=[N:22][C:21]=1[CH3:40]. Product: [F:41][CH:11]([F:10])[O:12][C:13]1[CH:18]=[CH:17][CH:16]=[CH:15][C:14]=1[CH2:19][C:20]1[N:24]2[CH:25]=[C:26]([C:30]3[CH:31]=[N:32][C:33]([C:36]([F:7])([CH3:37])[CH3:38])=[N:34][CH:35]=3)[C:27]([F:29])=[CH:28][C:23]2=[N:22][C:21]=1[CH3:40]. The catalyst class is: 7. (5) Reactant: [NH2:1][C:2]1([C:17]2[CH:18]=[C:19]([C:23]3[CH:28]=[CH:27][CH:26]=[C:25]([O:29][CH3:30])[CH:24]=3)[CH:20]=[CH:21][CH:22]=2)[CH2:6][CH:5]([O:7][Si:8]([C:11]([CH3:14])([CH3:13])[CH3:12])([CH3:10])[CH3:9])[CH2:4][CH:3]1[CH2:15][OH:16].[C:31]([N:39]=[C:40]=[S:41])(=[O:38])[C:32]1[CH:37]=[CH:36][CH:35]=[CH:34][CH:33]=1. Product: [Si:8]([O:7][CH:5]1[CH2:6][C:2]([NH:1][C:40]([NH:39][C:31](=[O:38])[C:32]2[CH:33]=[CH:34][CH:35]=[CH:36][CH:37]=2)=[S:41])([C:17]2[CH:18]=[C:19]([C:23]3[CH:28]=[CH:27][CH:26]=[C:25]([O:29][CH3:30])[CH:24]=3)[CH:20]=[CH:21][CH:22]=2)[CH:3]([CH2:15][OH:16])[CH2:4]1)([C:11]([CH3:13])([CH3:12])[CH3:14])([CH3:9])[CH3:10]. The catalyst class is: 1. (6) Product: [ClH:1].[F:2][C:3]1[CH:53]=[CH:52][CH:51]=[CH:50][C:4]=1[CH2:5][NH:6][C:7](=[O:49])[CH2:8][CH:9]1[C:15](=[O:16])[N:14]([C:17]2[CH:22]=[CH:21][C:20]([CH2:23][NH2:24])=[CH:19][CH:18]=2)[C:13]2[CH:32]=[CH:33][CH:34]=[CH:35][C:12]=2[N:11]([CH2:36][C:37]2[CH:42]=[CH:41][C:40]([NH:43][S:44]([CH3:47])(=[O:46])=[O:45])=[CH:39][CH:38]=2)[C:10]1=[O:48]. Reactant: [ClH:1].[F:2][C:3]1[CH:53]=[CH:52][CH:51]=[CH:50][C:4]=1[CH2:5][NH:6][C:7](=[O:49])[CH2:8][CH:9]1[C:15](=[O:16])[N:14]([C:17]2[CH:22]=[CH:21][C:20]([CH2:23][NH:24]C(OC(C)(C)C)=O)=[CH:19][CH:18]=2)[C:13]2[CH:32]=[CH:33][CH:34]=[CH:35][C:12]=2[N:11]([CH2:36][C:37]2[CH:42]=[CH:41][C:40]([NH:43][S:44]([CH3:47])(=[O:46])=[O:45])=[CH:39][CH:38]=2)[C:10]1=[O:48]. The catalyst class is: 13.